Dataset: Reaction yield outcomes from USPTO patents with 853,638 reactions. Task: Predict the reaction yield, written as a fraction of the theoretical maximum amount of product (1.0 means a 100% yield; for example, 0.34 means a 34% yield). (1) The reactants are [NH2:1][CH2:2][C:3]1[CH:26]=[CH:25][CH:24]=[CH:23][C:4]=1[CH2:5][O:6][C:7]1[N:12]=[CH:11][N:10]([CH2:13][C:14]2[CH:19]=[CH:18][CH:17]=[CH:16][CH:15]=2)[C:9](=[O:20])[C:8]=1[CH2:21][CH3:22].C(N(CC)CC)C.[C:34]([C:38]1[CH:42]=[C:41]([NH:43][C:44](=O)[O:45]C2C=CC([N+]([O-])=O)=CC=2)[N:40]([C:56]2[CH:61]=[CH:60][C:59]([CH3:62])=[CH:58][CH:57]=2)[N:39]=1)([CH3:37])([CH3:36])[CH3:35].BrC1C(=O)N(CC2C=CC(OC)=CC=2)C(C)=CC=1OCC1C=CC=CC=1CNC(NC1N(C2C=CC(C)=CC=2)N=C(C(C)(C)C)C=1)=O. The catalyst is C(Cl)Cl. The product is [CH2:13]([N:10]1[C:9](=[O:20])[C:8]([CH2:21][CH3:22])=[C:7]([O:6][CH2:5][C:4]2[CH:23]=[CH:24][CH:25]=[CH:26][C:3]=2[CH2:2][NH:1][C:44]([NH:43][C:41]2[N:40]([C:56]3[CH:61]=[CH:60][C:59]([CH3:62])=[CH:58][CH:57]=3)[N:39]=[C:38]([C:34]([CH3:37])([CH3:36])[CH3:35])[CH:42]=2)=[O:45])[N:12]=[CH:11]1)[C:14]1[CH:15]=[CH:16][CH:17]=[CH:18][CH:19]=1. The yield is 0.510. (2) The reactants are [F:1][C:2]1[CH:7]=[CH:6][C:5](B(O)O)=[CH:4][CH:3]=1.[N:11]1[CH:16]=[CH:15][CH:14]=[C:13]([NH:17][C:18]([N:20]2[CH2:23][CH:22]([O:24][C:25]3[CH:30]=[CH:29][C:28](I)=[CH:27][N:26]=3)[CH2:21]2)=[O:19])[N:12]=1.C(=O)([O-])[O-].[K+].[K+]. The catalyst is C1COCC1.O.C(OCC)(=O)C. The yield is 0.530. The product is [N:11]1[CH:16]=[CH:15][CH:14]=[C:13]([NH:17][C:18]([N:20]2[CH2:21][CH:22]([O:24][C:25]3[CH:30]=[CH:29][C:28]([C:3]4[CH:4]=[CH:5][CH:6]=[CH:7][C:2]=4[F:1])=[CH:27][N:26]=3)[CH2:23]2)=[O:19])[N:12]=1. (3) The reactants are [C:1]([C:5]1[CH:27]=[CH:26][C:8]([C:9]([NH:11][C@@H:12]([CH2:17][C:18]2[CH:23]=[CH:22][C:21]([C:24]#[N:25])=[CH:20][CH:19]=2)[C:13]([O:15][CH3:16])=[O:14])=[O:10])=[CH:7][CH:6]=1)([CH3:4])([CH3:3])[CH3:2].Cl.[NH2:29][OH:30]. The catalyst is CCO. The product is [C:1]([C:5]1[CH:27]=[CH:26][C:8]([C:9]([NH:11][C@@H:12]([CH2:17][C:18]2[CH:23]=[CH:22][C:21](/[C:24](=[N:29]/[OH:30])/[NH2:25])=[CH:20][CH:19]=2)[C:13]([O:15][CH3:16])=[O:14])=[O:10])=[CH:7][CH:6]=1)([CH3:4])([CH3:2])[CH3:3]. The yield is 0.950. (4) The reactants are [F:1][C:2]1[CH:26]=[C:25]([N+:27]([O-])=O)[CH:24]=[CH:23][C:3]=1[O:4][C:5]1[CH:10]=[CH:9][N:8]=[C:7]2[CH:11]=[C:12]([C:14]3[CH2:19][CH2:18][N:17]([C:20](=[O:22])[CH3:21])[CH2:16][CH:15]=3)[S:13][C:6]=12.[NH4+].[Cl-].O. The catalyst is CCO.[Fe]. The product is [NH2:27][C:25]1[CH:24]=[CH:23][C:3]([O:4][C:5]2[CH:10]=[CH:9][N:8]=[C:7]3[CH:11]=[C:12]([C:14]4[CH2:19][CH2:18][N:17]([C:20](=[O:22])[CH3:21])[CH2:16][CH:15]=4)[S:13][C:6]=23)=[C:2]([F:1])[CH:26]=1. The yield is 0.770.